Dataset: Full USPTO retrosynthesis dataset with 1.9M reactions from patents (1976-2016). Task: Predict the reactants needed to synthesize the given product. (1) Given the product [CH2:1]([O:3][C:4]1[CH:5]=[C:6]([CH:7]=[O:8])[CH:9]=[C:10]([O:13][CH2:14][CH3:15])[C:11]=1[C:40]1[CH:41]=[CH:42][C:37]([F:36])=[CH:38][CH:39]=1)[CH3:2], predict the reactants needed to synthesize it. The reactants are: [CH2:1]([O:3][C:4]1[CH:5]=[C:6]([CH:9]=[C:10]([O:13][CH2:14][CH3:15])[C:11]=1I)[CH:7]=[O:8])[CH3:2].C(OC1C=C(C=C(OCC)C=1I)C=O)C1C=CC=CC=1.[F:36][C:37]1[CH:42]=[CH:41][C:40](B(O)O)=[CH:39][CH:38]=1. (2) Given the product [F:12][C:13]1[CH:18]=[C:17]([F:19])[CH:16]=[CH:15][C:14]=1[C:2]1[CH:9]=[CH:8][C:5]([CH:6]=[O:7])=[C:4]([O:10][CH3:11])[CH:3]=1, predict the reactants needed to synthesize it. The reactants are: Br[C:2]1[CH:9]=[CH:8][C:5]([CH:6]=[O:7])=[C:4]([O:10][CH3:11])[CH:3]=1.[F:12][C:13]1[CH:18]=[C:17]([F:19])[CH:16]=[CH:15][C:14]=1B(O)O.C1(P(C2CCCCC2)C2C=CC=CC=2C2C(OC)=CC=CC=2OC)CCCCC1.C(=O)([O-])[O-].[Na+].[Na+]. (3) Given the product [CH3:23][N:3]1[C:4]2[C:9](=[CH:8][CH:7]=[CH:6][CH:5]=2)[CH:10]=[C:11]([C:12]([O:14][CH2:15][CH3:16])=[O:13])[C:2]1=[O:1], predict the reactants needed to synthesize it. The reactants are: [O:1]=[C:2]1[C:11]([C:12]([O:14][CH2:15][CH3:16])=[O:13])=[CH:10][C:9]2[C:4](=[CH:5][CH:6]=[CH:7][CH:8]=2)[NH:3]1.[H-].[Na+].[Br-].[Li+].IC.[C:23](O)(=O)CC(CC(O)=O)(C(O)=O)O. (4) Given the product [F:1][C:2]1[CH:7]=[C:6]([F:8])[CH:5]=[CH:4][C:3]=1[N:9]1[C:14]([CH3:15])=[CH:13][CH:12]=[C:11]([C:16]([OH:20])=[O:19])[C:10]1=[O:18], predict the reactants needed to synthesize it. The reactants are: [F:1][C:2]1[CH:7]=[C:6]([F:8])[CH:5]=[CH:4][C:3]=1[N:9]1[C:14]([CH3:15])=[CH:13][CH:12]=[C:11]([C:16]#N)[C:10]1=[O:18].[OH2:19].[OH-:20].[Na+]. (5) Given the product [Cl:23][C:20]1[CH:19]=[CH:18][CH:28]=[CH:24][C:25]=1[CH2:26][O:27][C:4]1[N:5]([C:17]2[CH:22]=[CH:21][C:20]([Cl:23])=[CH:19][CH:18]=2)[N:6]=[C:7]2[C:16]3[CH2:15][CH2:14][CH2:13][CH2:12][C:11]=3[N:10]=[CH:9][C:8]=12, predict the reactants needed to synthesize it. The reactants are: [H-].[Na+].Cl[C:4]1[N:5]([C:17]2[CH:22]=[CH:21][C:20]([Cl:23])=[CH:19][CH:18]=2)[N:6]=[C:7]2[C:16]3[CH2:15][CH2:14][CH2:13][CH2:12][C:11]=3[N:10]=[CH:9][C:8]=12.[CH2:24]1[CH2:28][O:27][CH2:26][CH2:25]1. (6) Given the product [O:42]=[C:41]1[N:30]([C:31]2[CH:36]=[CH:35][CH:34]=[C:33]([C:37]([F:40])([F:38])[F:39])[CH:32]=2)[C:25]2[CH2:26][CH2:27][C:28](=[O:29])[C:24]=2[CH:10]([C:11]2[CH:18]=[CH:17][C:14]([C:15]#[N:16])=[CH:13][C:12]=2[S:19]([CH2:22][CH3:23])(=[O:21])=[O:20])[NH:9]1, predict the reactants needed to synthesize it. The reactants are: C(N(CC)CC)C.Cl.[NH2:9][CH:10]([C:24]1[C:28](=[O:29])[CH2:27][CH2:26][C:25]=1[NH:30][C:31]1[CH:36]=[CH:35][CH:34]=[C:33]([C:37]([F:40])([F:39])[F:38])[CH:32]=1)[C:11]1[CH:18]=[CH:17][C:14]([C:15]#[N:16])=[CH:13][C:12]=1[S:19]([CH2:22][CH3:23])(=[O:21])=[O:20].[C:41](N1C=CN=C1)(N1C=CN=C1)=[O:42]. (7) Given the product [I:19][CH2:2][CH2:3][CH2:4][CH:5]1[CH2:9][C:8](=[O:10])[CH:7]=[C:6]1[C:11]1[CH:16]=[CH:15][C:14]([O:17][CH3:18])=[CH:13][CH:12]=1, predict the reactants needed to synthesize it. The reactants are: Cl[CH2:2][CH2:3][CH2:4][CH:5]1[CH2:9][C:8](=[O:10])[CH:7]=[C:6]1[C:11]1[CH:16]=[CH:15][C:14]([O:17][CH3:18])=[CH:13][CH:12]=1.[I-:19].[Na+].